This data is from Forward reaction prediction with 1.9M reactions from USPTO patents (1976-2016). The task is: Predict the product of the given reaction. (1) Given the reactants C([O:3][C:4](=[O:25])[CH:5]([C:7]1[CH:12]=[C:11]([C:13]([F:16])([F:15])[F:14])[CH:10]=[C:9]([O:17][CH2:18][C:19]2[CH:24]=[CH:23][CH:22]=[CH:21][CH:20]=2)[CH:8]=1)[CH3:6])C.CO.[Li+].[OH-].Cl, predict the reaction product. The product is: [CH2:18]([O:17][C:9]1[CH:8]=[C:7]([CH:5]([CH3:6])[C:4]([OH:25])=[O:3])[CH:12]=[C:11]([C:13]([F:15])([F:16])[F:14])[CH:10]=1)[C:19]1[CH:20]=[CH:21][CH:22]=[CH:23][CH:24]=1. (2) The product is: [F:35][C:11]1[CH:12]=[C:13]([O:17][C@H:18]2[CH2:23][CH2:22][CH2:21][CH2:20][C@@H:19]2[C:24]2[CH:25]=[N:26][NH:27][CH:28]=2)[CH:14]=[C:15]([F:16])[C:10]=1[S:7]([NH:6][C:36]1[CH:41]=[CH:40][N:39]=[CH:38][N:37]=1)(=[O:8])=[O:9]. Given the reactants COC1C=C(OC)C=CC=1C[N:6]([C:36]1[CH:41]=[CH:40][N:39]=[CH:38][N:37]=1)[S:7]([C:10]1[C:15]([F:16])=[CH:14][C:13]([O:17][C@H:18]2[CH2:23][CH2:22][CH2:21][CH2:20][C@@H:19]2[C:24]2[CH:25]=[N:26][N:27](C3CCCCO3)[CH:28]=2)=[CH:12][C:11]=1[F:35])(=[O:9])=[O:8].C([SiH](CC)CC)C.FC(F)(F)C(O)=O.ClCCl, predict the reaction product. (3) Given the reactants [Cl:1][C:2]1[CH:7]=[CH:6][CH:5]=[C:4]([Cl:8])[CH:3]=1.[Li]CCCC.[C:14](OCC)(=[O:20])[C:15]([O:17][CH2:18][CH3:19])=[O:16], predict the reaction product. The product is: [Cl:1][C:2]1[CH:7]=[CH:6][CH:5]=[C:4]([Cl:8])[C:3]=1[C:14](=[O:20])[C:15]([O:17][CH2:18][CH3:19])=[O:16]. (4) Given the reactants [CH3:1][O:2][CH2:3][C@@H:4]1[CH2:8][N:7]([C:9]([O:11][C:12]([CH3:15])([CH3:14])[CH3:13])=[O:10])[C@H:6]([C:16](OCC(C2C=CC3C4C=C5CCC(Br)C(=O)C5=CC=4OCC=3C=2)=O)=O)[CH2:5]1.COC(N[C@H](C(N1[C@@H](C)CC[C@H]1C1[NH:63][C:62]2[C:64]3[C:69]([CH:70]=[CH:71][C:61]=2[N:60]=1)=[CH:68][C:67]1[C:72]2[C:77]([CH2:78][O:79][C:66]=1[CH:65]=3)=[CH:76][C:75]([C:80]1[NH:84]C([C@@H]3C[C@H](COC)CN3C(OC(C)(C)C)=O)=[N:82][CH:81]=1)=[CH:74][CH:73]=2)=O)C(C)C)=O.[C:100]([O:104][C:105]([N:107]1[CH2:111][C@@H:110]([CH2:112][O:113][CH3:114])[CH2:109][C@H:108]1[C:115](O)=O)=[O:106])([CH3:103])([CH3:102])[CH3:101], predict the reaction product. The product is: [C:12]([O:11][C:9]([N:7]1[CH2:8][C@@H:4]([CH2:3][O:2][CH3:1])[CH2:5][C@H:6]1[C:16]1[NH:63][C:62]2[C:64]3[C:69]([CH:70]=[CH:71][C:61]=2[N:60]=1)=[CH:68][C:67]1[C:72]2[C:77]([CH2:78][O:79][C:66]=1[CH:65]=3)=[CH:76][C:75]([C:80]1[NH:84][C:115]([C@@H:108]3[CH2:109][C@H:110]([CH2:112][O:113][CH3:114])[CH2:111][N:107]3[C:105]([O:104][C:100]([CH3:101])([CH3:102])[CH3:103])=[O:106])=[N:82][CH:81]=1)=[CH:74][CH:73]=2)=[O:10])([CH3:15])([CH3:14])[CH3:13].